From a dataset of Forward reaction prediction with 1.9M reactions from USPTO patents (1976-2016). Predict the product of the given reaction. Given the reactants [OH:1][C@@H:2]1[CH2:6][CH2:5][CH2:4][C@H:3]1[O:7][C:8]1[CH:17]=[CH:16][C:11]([C:12]([O:14]C)=[O:13])=[CH:10][C:9]=1[O:18][CH3:19].[Li+].[OH-], predict the reaction product. The product is: [OH:1][C@@H:2]1[CH2:6][CH2:5][CH2:4][C@H:3]1[O:7][C:8]1[CH:17]=[CH:16][C:11]([C:12]([OH:14])=[O:13])=[CH:10][C:9]=1[O:18][CH3:19].